Dataset: Catalyst prediction with 721,799 reactions and 888 catalyst types from USPTO. Task: Predict which catalyst facilitates the given reaction. Reactant: [F:1][C:2]1[CH:3]=[CH:4][C:5]([CH3:19])=[C:6]([C:8]2[CH:17]=[C:16]3[C:11]([CH:12]=[C:13]([NH2:18])[N:14]=[CH:15]3)=[CH:10][CH:9]=2)[CH:7]=1.[O:20]1[CH2:25][CH2:24][CH:23]([C:26](O)=[O:27])[CH2:22][CH2:21]1.C(N(CC)C(C)C)(C)C.F[P-](F)(F)(F)(F)F.N1(OC(N(C)C)=[N+](C)C)C2N=CC=CC=2N=N1. Product: [F:1][C:2]1[CH:3]=[CH:4][C:5]([CH3:19])=[C:6]([C:8]2[CH:17]=[C:16]3[C:11]([CH:12]=[C:13]([NH:18][C:26]([CH:23]4[CH2:24][CH2:25][O:20][CH2:21][CH2:22]4)=[O:27])[N:14]=[CH:15]3)=[CH:10][CH:9]=2)[CH:7]=1. The catalyst class is: 46.